Dataset: Full USPTO retrosynthesis dataset with 1.9M reactions from patents (1976-2016). Task: Predict the reactants needed to synthesize the given product. Given the product [Br:43][C:44]1[CH:45]=[C:46]([C@H:50]([NH:52][C:35]([NH:20][C:19]2[CH:21]=[CH:22][C:16]([O:15][C:6]3[C:5]4[C:10](=[CH:11][C:12]([O:13][CH3:14])=[C:3]([O:2][CH3:1])[CH:4]=4)[N:9]=[CH:8][CH:7]=3)=[CH:17][C:18]=2[F:23])=[O:41])[CH3:51])[CH:47]=[CH:48][CH:49]=1, predict the reactants needed to synthesize it. The reactants are: [CH3:1][O:2][C:3]1[CH:4]=[C:5]2[C:10](=[CH:11][C:12]=1[O:13][CH3:14])[N:9]=[CH:8][CH:7]=[C:6]2[O:15][C:16]1[CH:22]=[CH:21][C:19]([NH2:20])=[C:18]([F:23])[CH:17]=1.C(N(CC)CC)C.ClC(Cl)(O[C:35](=[O:41])OC(Cl)(Cl)Cl)Cl.[Br:43][C:44]1[CH:45]=[C:46]([C@H:50]([NH2:52])[CH3:51])[CH:47]=[CH:48][CH:49]=1.